This data is from Peptide-MHC class I binding affinity with 185,985 pairs from IEDB/IMGT. The task is: Regression. Given a peptide amino acid sequence and an MHC pseudo amino acid sequence, predict their binding affinity value. This is MHC class I binding data. (1) The peptide sequence is YQYIFLSFF. The MHC is HLA-A02:03 with pseudo-sequence HLA-A02:03. The binding affinity (normalized) is 0.344. (2) The peptide sequence is IVLGNPVFL. The MHC is H-2-Kb with pseudo-sequence H-2-Kb. The binding affinity (normalized) is 0.0730.